From a dataset of Forward reaction prediction with 1.9M reactions from USPTO patents (1976-2016). Predict the product of the given reaction. (1) Given the reactants [Br:1][C:2]1[CH:3]=[C:4]2[C:8](=[CH:9][CH:10]=1)[C:7](=[O:11])[C:6](=[CH:12][CH2:13][CH2:14][CH2:15][O:16][Si:17]([C:30]([CH3:33])([CH3:32])[CH3:31])([C:24]1[CH:29]=[CH:28][CH:27]=[CH:26][CH:25]=1)[C:18]1[CH:23]=[CH:22][CH:21]=[CH:20][CH:19]=1)[CH2:5]2.CCC(C)[BH-](C(C)CC)C(C)CC.[K+].C1COCC1.[Cl-].[NH4+], predict the reaction product. The product is: [Br:1][C:2]1[CH:3]=[C:4]2[C:8](=[CH:9][CH:10]=1)[C:7](=[O:11])[CH:6]([CH2:12][CH2:13][CH2:14][CH2:15][O:16][Si:17]([C:30]([CH3:33])([CH3:32])[CH3:31])([C:24]1[CH:29]=[CH:28][CH:27]=[CH:26][CH:25]=1)[C:18]1[CH:19]=[CH:20][CH:21]=[CH:22][CH:23]=1)[CH2:5]2. (2) Given the reactants [CH2:1]([O:8][C:9](=[O:25])[NH:10][C:11]1[CH:16]=[CH:15][C:14]([C:17]2[CH2:22][CH2:21][CH:20]([OH:23])[CH2:19][CH:18]=2)=[CH:13][C:12]=1[F:24])[C:2]1[CH:7]=[CH:6][CH:5]=[CH:4][CH:3]=1.CCN(CC)CC.[CH3:33][S:34](Cl)(=[O:36])=[O:35].CCOC(C)=O, predict the reaction product. The product is: [CH2:1]([O:8][C:9]([NH:10][C:11]1[CH:16]=[CH:15][C:14]([C:17]2[CH2:22][CH2:21][CH:20]([O:23][S:34]([CH3:33])(=[O:36])=[O:35])[CH2:19][CH:18]=2)=[CH:13][C:12]=1[F:24])=[O:25])[C:2]1[CH:3]=[CH:4][CH:5]=[CH:6][CH:7]=1. (3) Given the reactants COC([C@@H]1C[C@@H](S(C2C=CC=CC=2C(F)(F)F)(=O)=O)CN1C(=S)CC(=O)C)=O.COC([C@H]1C[C@@H](S(C2C=CC=CC=2C(F)(F)F)(=O)=O)CN1C(=S)CC(=O)C)=O.S(O)(O)(=O)=O.C(NN)CC1C=CC=CC=1.[CH3:72][O:73][C:74]([C@H:76]1[CH2:80][C@@H:79]([S:81]([C:84]2[CH:89]=[CH:88][CH:87]=[CH:86][C:85]=2[C:90]([F:93])([F:92])[F:91])(=[O:83])=[O:82])[CH2:78][N:77]1[C:94]1[N:95]([CH2:100][CH2:101][C:102]2[CH:107]=[CH:106][CH:105]=[CH:104][CH:103]=2)[N:96]=[C:97]([CH3:99])[CH:98]=1)=[O:75], predict the reaction product. The product is: [CH3:72][O:73][C:74]([C@@H:76]1[CH2:80][C@@H:79]([S:81]([C:84]2[CH:89]=[CH:88][CH:87]=[CH:86][C:85]=2[C:90]([F:91])([F:92])[F:93])(=[O:82])=[O:83])[CH2:78][N:77]1[C:94]1[N:95]([CH2:100][CH2:101][C:102]2[CH:103]=[CH:104][CH:105]=[CH:106][CH:107]=2)[N:96]=[C:97]([CH3:99])[CH:98]=1)=[O:75].